Dataset: Full USPTO retrosynthesis dataset with 1.9M reactions from patents (1976-2016). Task: Predict the reactants needed to synthesize the given product. Given the product [Cl:1][C:2]1[N:7]=[N:6][C:5]([N:8]=[C:10]=[S:11])=[C:4]([CH3:9])[CH:3]=1, predict the reactants needed to synthesize it. The reactants are: [Cl:1][C:2]1[N:7]=[N:6][C:5]([NH2:8])=[C:4]([CH3:9])[CH:3]=1.[C:10](Cl)(Cl)=[S:11].O.C(OCC)(=O)C.